This data is from Catalyst prediction with 721,799 reactions and 888 catalyst types from USPTO. The task is: Predict which catalyst facilitates the given reaction. (1) Reactant: [Cl:1][C:2]1[C:3]([NH:23][C:24]2[CH:28]=[C:27]([CH3:29])[NH:26][N:25]=2)=[N:4][C:5]([NH:8][C:9]2[CH:14]=[C:13]([CH3:15])[C:12]([CH:16]3[CH2:21][CH2:20][NH:19][CH2:18][CH2:17]3)=[CH:11][C:10]=2[F:22])=[N:6][CH:7]=1.C(OC([N:37]([CH2:45][CH3:46])[C:38]1([C:42](O)=[O:43])[CH2:41][CH2:40][CH2:39]1)=O)(C)(C)C.CN(C(ON1N=NC2C=CC=NC1=2)=[N+](C)C)C.F[P-](F)(F)(F)(F)F.C(N(C(C)C)CC)(C)C. Product: [Cl:1][C:2]1[C:3]([NH:23][C:24]2[CH:28]=[C:27]([CH3:29])[NH:26][N:25]=2)=[N:4][C:5]([NH:8][C:9]2[C:10]([F:22])=[CH:11][C:12]([CH:16]3[CH2:17][CH2:18][N:19]([C:42]([C:38]4([NH:37][CH2:45][CH3:46])[CH2:41][CH2:40][CH2:39]4)=[O:43])[CH2:20][CH2:21]3)=[C:13]([CH3:15])[CH:14]=2)=[N:6][CH:7]=1. The catalyst class is: 3. (2) Reactant: [Br:1][C:2]1[CH:11]=[CH:10][C:9]2[N:8]=[CH:7][C:6]3[NH:12][C:13](=[O:26])[N:14]([C:15]4[CH:20]=[CH:19][C:18]([C:21]([CH3:25])([CH3:24])[C:22]#[N:23])=[CH:17][CH:16]=4)[C:5]=3[C:4]=2[CH:3]=1.C(N(CC)CC)C.[C:34]([C:36]1[CH:41]=[CH:40][CH:39]=[CH:38][C:37]=1[S:42](Cl)(=[O:44])=[O:43])#[N:35].O. Product: [Br:1][C:2]1[CH:11]=[CH:10][C:9]2[N:8]=[CH:7][C:6]3[N:12]([S:42]([C:37]4[CH:38]=[CH:39][CH:40]=[CH:41][C:36]=4[C:34]#[N:35])(=[O:44])=[O:43])[C:13](=[O:26])[N:14]([C:15]4[CH:20]=[CH:19][C:18]([C:21]([C:22]#[N:23])([CH3:24])[CH3:25])=[CH:17][CH:16]=4)[C:5]=3[C:4]=2[CH:3]=1. The catalyst class is: 2. (3) Reactant: [CH3:1][C:2]([O:7][C:8]1[CH:13]=[CH:12][C:11]([C:14]([F:17])([F:16])[F:15])=[CH:10][N:9]=1)([CH3:6])[C:3]([OH:5])=O.[CH3:18][C:19]1[CH:24]=[CH:23][C:22]([CH2:25][CH:26]([C:30]2[CH:35]=[CH:34][CH:33]=[CH:32][CH:31]=2)[CH:27]([NH2:29])[CH3:28])=[CH:21][CH:20]=1.C(N(C(C)C)CC)(C)C.C1CN([P+](ON2N=NC3C=CC=CC2=3)(N2CCCC2)N2CCCC2)CC1.F[P-](F)(F)(F)(F)F. Product: [CH3:6][C:2]([O:7][C:8]1[CH:13]=[CH:12][C:11]([C:14]([F:17])([F:16])[F:15])=[CH:10][N:9]=1)([CH3:1])[C:3]([NH:29][CH:27]([CH3:28])[CH:26]([C:30]1[CH:35]=[CH:34][CH:33]=[CH:32][CH:31]=1)[CH2:25][C:22]1[CH:23]=[CH:24][C:19]([CH3:18])=[CH:20][CH:21]=1)=[O:5]. The catalyst class is: 2. (4) Reactant: [NH2:1][C:2]1[CH:3]=[C:4]2[C:8](=[CH:9][CH:10]=1)[C:7](=[O:11])[CH2:6][CH2:5]2.Cl[C:13]1[CH:14]=[C:15]([CH:19]=[C:20](Cl)[CH:21]=1)[C:16](Cl)=[O:17].C(N([CH2:28][CH3:29])CC)C. Product: [O:11]=[C:7]1[C:8]2[C:4](=[CH:3][C:2]([NH:1][C:16]([C:15]3[CH:19]=[CH:20][C:21]([C:29]4[CH:28]=[CH:9][CH:10]=[CH:2][CH:3]=4)=[CH:13][CH:14]=3)=[O:17])=[CH:10][CH:9]=2)[CH2:5][CH2:6]1. The catalyst class is: 1. (5) Reactant: [CH2:1]([O:3][C:4]([C:6]1[S:7][C:8]2[CH:14]=[C:13]([CH2:15][C:16]([OH:18])=O)[CH:12]=[CH:11][C:9]=2[CH:10]=1)=[O:5])[CH3:2].CCN=C=NCCCN(C)C.[CH:30]1[CH:31]=[CH:32][C:33]2N(O)N=[N:36][C:34]=2[CH:35]=1.NC1C=CC=CC=1. The catalyst class is: 3. Product: [NH:36]([C:16](=[O:18])[CH2:15][C:13]1[CH:12]=[CH:11][C:9]2[CH:10]=[C:6]([C:4]([O:3][CH2:1][CH3:2])=[O:5])[S:7][C:8]=2[CH:14]=1)[C:34]1[CH:35]=[CH:30][CH:31]=[CH:32][CH:33]=1. (6) Reactant: [Br:1][C:2]1[CH:3]=[C:4]([O:13][CH3:14])[C:5]2[O:9][CH:8]([CH2:10][NH2:11])[CH2:7][C:6]=2[CH:12]=1.[C:15](O[C:15]([O:17][C:18]([CH3:21])([CH3:20])[CH3:19])=[O:16])([O:17][C:18]([CH3:21])([CH3:20])[CH3:19])=[O:16].C(N(CC)CC)C.O. Product: [Br:1][C:2]1[CH:3]=[C:4]([O:13][CH3:14])[C:5]2[O:9][CH:8]([CH2:10][NH:11][C:15](=[O:16])[O:17][C:18]([CH3:21])([CH3:20])[CH3:19])[CH2:7][C:6]=2[CH:12]=1. The catalyst class is: 4. (7) Reactant: C[Si](C)(C)[C:3]#[C:4][CH2:5][CH2:6][CH2:7][CH2:8][C:9]1[CH:10]=[C:11]2[C:16](=[N:17][CH:18]=1)[NH:15][C:14](=[O:19])[CH2:13][CH2:12]2.[F-].C([N+](CCCC)(CCCC)CCCC)CCC.O. Product: [CH2:8]([C:9]1[CH:10]=[C:11]2[C:16](=[N:17][CH:18]=1)[NH:15][C:14](=[O:19])[CH2:13][CH2:12]2)[CH2:7][CH2:6][CH2:5][C:4]#[CH:3]. The catalyst class is: 7.